From a dataset of Forward reaction prediction with 1.9M reactions from USPTO patents (1976-2016). Predict the product of the given reaction. (1) Given the reactants Cl[C:2]1[N:7]=[C:6]([NH:8][C@H:9]([CH2:13][CH:14]([CH3:16])[CH3:15])[C:10]([NH2:12])=[O:11])[CH:5]=[N:4][C:3]=1[C:17]#[N:18].[NH2:19][C:20]1[CH:21]=[C:22]2[C:27](=[CH:28][CH:29]=1)[N:26]=[CH:25][CH:24]=[CH:23]2.C([O-])([O-])=O.[K+].[K+].C1C=CC(P(C2C(C3C(P(C4C=CC=CC=4)C4C=CC=CC=4)=CC=C4C=3C=CC=C4)=C3C(C=CC=C3)=CC=2)C2C=CC=CC=2)=CC=1, predict the reaction product. The product is: [C:17]([C:3]1[N:4]=[CH:5][C:6]([NH:8][C@H:9]([CH2:13][CH:14]([CH3:16])[CH3:15])[C:10]([NH2:12])=[O:11])=[N:7][C:2]=1[NH:19][C:20]1[CH:21]=[C:22]2[C:27](=[CH:28][CH:29]=1)[N:26]=[CH:25][CH:24]=[CH:23]2)#[N:18]. (2) Given the reactants [CH:1]([C:4]1[C:12]2[C:11]3[CH:13]=[CH:14][CH:15]=[CH:16][C:10]=3[O:9][C:8]=2[C:7]([NH:17]C(=O)C)=[C:6]([CH:21]([CH3:23])[CH3:22])[CH:5]=1)([CH3:3])[CH3:2].Cl.C(=O)([O-])[O-].[Na+].[Na+], predict the reaction product. The product is: [CH:1]([C:4]1[C:12]2[C:11]3[CH:13]=[CH:14][CH:15]=[CH:16][C:10]=3[O:9][C:8]=2[C:7]([NH2:17])=[C:6]([CH:21]([CH3:23])[CH3:22])[CH:5]=1)([CH3:3])[CH3:2]. (3) Given the reactants Br[C:2]1[C:3]([O:12][CH3:13])=[CH:4][C:5]([O:10][CH3:11])=[C:6]([CH:9]=1)[CH:7]=[O:8].[CH3:14][C:15]1[S:19][C:18](B(O)O)=[CH:17][CH:16]=1, predict the reaction product. The product is: [CH3:11][O:10][C:5]1[CH:4]=[C:3]([O:12][CH3:13])[C:2]([C:18]2[S:19][C:15]([CH3:14])=[CH:16][CH:17]=2)=[CH:9][C:6]=1[CH:7]=[O:8]. (4) The product is: [F:1][C:2]1[C:7]([F:8])=[CH:6][CH:5]=[CH:4][C:3]=1[C@:9]1([CH2:10][F:11])[CH:12]=[CH:13][S:29][C:28]([NH2:27])=[N:18]1. Given the reactants [F:1][C:2]1[C:7]([F:8])=[CH:6][CH:5]=[CH:4][C:3]=1[C@@:9]([NH2:18])([CH2:12][CH:13](OC)OC)[CH2:10][F:11].C([N:27]=[C:28]=[S:29])(=O)C1C=CC=CC=1.S(=O)(=O)(O)O.[OH-].[Na+], predict the reaction product. (5) Given the reactants [Br:1][C:2]1[CH:8]=[CH:7][C:5]([NH2:6])=[C:4](I)[CH:3]=1.[C:10]([C:12]1[C:13]([CH3:18])=[N:14][O:15][C:16]=1[CH3:17])#[CH:11].C(N(CC)CC)C, predict the reaction product. The product is: [Br:1][C:2]1[CH:8]=[CH:7][C:5]([NH2:6])=[C:4]([C:11]#[C:10][C:12]2[C:13]([CH3:18])=[N:14][O:15][C:16]=2[CH3:17])[CH:3]=1. (6) Given the reactants C[O:2][C:3]([C:5]1[CH:6]=[C:7]2[C:11](=[CH:12][CH:13]=1)[NH:10][CH:9]=[C:8]2[CH2:14][N:15]1[CH2:20][CH2:19][CH2:18][CH2:17][CH2:16]1)=[O:4].[OH-].[K+:22], predict the reaction product. The product is: [N:15]1([CH2:14][C:8]2[C:7]3[C:11](=[CH:12][CH:13]=[C:5]([C:3]([O-:4])=[O:2])[CH:6]=3)[NH:10][CH:9]=2)[CH2:20][CH2:19][CH2:18][CH2:17][CH2:16]1.[K+:22]. (7) Given the reactants [Cl:1][C:2]1[N:7]=[C:6]([C:8]2[CH:14]=[CH:13][C:11]([NH2:12])=[CH:10][CH:9]=2)[CH:5]=[CH:4][N:3]=1.[C:15](Cl)(=[O:19])[CH:16]([CH3:18])[CH3:17].CCN(CC)CC, predict the reaction product. The product is: [Cl:1][C:2]1[N:7]=[C:6]([C:8]2[CH:14]=[CH:13][C:11]([NH:12][C:15](=[O:19])[CH:16]([CH3:18])[CH3:17])=[CH:10][CH:9]=2)[CH:5]=[CH:4][N:3]=1. (8) Given the reactants [CH2:1]([S:3]([NH:6][C:7]1[CH:12]=[CH:11][C:10]([C:13]2[N:14]([C:18]([O:20][C:21]([CH3:24])([CH3:23])[CH3:22])=[O:19])[CH:15]=[CH:16][CH:17]=2)=[CH:9][CH:8]=1)(=[O:5])=[O:4])[CH3:2].ClS([N:29]=[C:30]=O)(=O)=O, predict the reaction product. The product is: [C:30]([C:15]1[N:14]([C:18]([O:20][C:21]([CH3:23])([CH3:22])[CH3:24])=[O:19])[C:13]([C:10]2[CH:9]=[CH:8][C:7]([NH:6][S:3]([CH2:1][CH3:2])(=[O:5])=[O:4])=[CH:12][CH:11]=2)=[CH:17][CH:16]=1)#[N:29]. (9) Given the reactants Cl.CN(C)CCCN=C=NCC.OC1C=CC=C[N+]=1[O-].[CH3:21][O:22][C:23]1[CH:24]=[C:25]2[C:30](=[CH:31][C:32]=1[O:33][CH3:34])[N:29]=[CH:28][N:27]=[C:26]2[O:35][C:36]1[CH:41]=[CH:40][C:39]([CH2:42][C:43]([OH:45])=O)=[CH:38][CH:37]=1.[NH2:46][C:47]1[CH:52]=[CH:51][C:50]([N:53]([CH3:55])[CH3:54])=[CH:49][N:48]=1.C(N(C(C)C)CC)(C)C.CO[C@@H]1[C@@H](C(OC)=O)[C@@H]2[C@@H](CN3[C@H](C2)C2NC4C=C(OC)C=CC=4C=2CC3)C[C@H]1OC(C1C=C(OC)C(OC)=C(OC)C=1)=O, predict the reaction product. The product is: [CH3:54][N:53]([CH3:55])[C:50]1[CH:51]=[CH:52][C:47]([NH:46][C:43](=[O:45])[CH2:42][C:39]2[CH:38]=[CH:37][C:36]([O:35][C:26]3[C:25]4[C:30](=[CH:31][C:32]([O:33][CH3:34])=[C:23]([O:22][CH3:21])[CH:24]=4)[N:29]=[CH:28][N:27]=3)=[CH:41][CH:40]=2)=[N:48][CH:49]=1. (10) Given the reactants [NH2:1][CH2:2][C@H:3]([NH:25]C(=O)OCC1C=CC=CC=1)[CH2:4][NH:5][C:6](=[O:24])[CH:7]([CH2:16][CH2:17][C:18]1[CH:23]=[CH:22][CH:21]=[CH:20][CH:19]=1)[CH2:8][CH2:9][C:10]1[CH:15]=[CH:14][CH:13]=[CH:12][CH:11]=1, predict the reaction product. The product is: [NH2:25][C@@H:3]([CH2:2][NH2:1])[CH2:4][NH:5][C:6](=[O:24])[CH:7]([CH2:8][CH2:9][C:10]1[CH:11]=[CH:12][CH:13]=[CH:14][CH:15]=1)[CH2:16][CH2:17][C:18]1[CH:19]=[CH:20][CH:21]=[CH:22][CH:23]=1.